Predict the reactants needed to synthesize the given product. From a dataset of Full USPTO retrosynthesis dataset with 1.9M reactions from patents (1976-2016). (1) The reactants are: [CH2:1]([NH:3][S:4]([C:7]1[CH:12]=[CH:11][C:10]([Sn](CCCC)(CCCC)CCCC)=[CH:9][CH:8]=1)(=[O:6])=[O:5])[CH3:2].Br[C:27]1[N:28]=[C:29]([N:37]2[CH2:42][CH2:41][N:40]([CH:43]=[O:44])[CH2:39][CH2:38]2)[C:30]2[C:35]([CH:36]=1)=[CH:34][CH:33]=[CH:32][CH:31]=2. Given the product [CH:43]([N:40]1[CH2:39][CH2:38][N:37]([C:29]2[C:30]3[C:35](=[CH:34][CH:33]=[CH:32][CH:31]=3)[CH:36]=[C:27]([C:10]3[CH:9]=[CH:8][C:7]([S:4](=[O:5])(=[O:6])[NH:3][CH2:1][CH3:2])=[CH:12][CH:11]=3)[N:28]=2)[CH2:42][CH2:41]1)=[O:44], predict the reactants needed to synthesize it. (2) Given the product [NH2:8][C@@H:9]([CH2:10][OH:11])[CH2:12][N:13]([CH3:23])[C:14](=[O:15])[O:16][CH2:17][CH2:18][Si:19]([CH3:22])([CH3:21])[CH3:20], predict the reactants needed to synthesize it. The reactants are: C(OC([NH:8][C@H:9]([CH2:12][N:13]([CH3:23])[C:14]([O:16][CH2:17][CH2:18][Si:19]([CH3:22])([CH3:21])[CH3:20])=[O:15])[CH2:10][OH:11])=O)(C)(C)C.C1(C)C=CC(S(O)(=O)=O)=CC=1. (3) Given the product [C:35]([C:8]1[C:7]2[C:11](=[CH:12][CH:13]=[C:5]([C:3]([OH:4])=[O:2])[CH:6]=2)[N:10]([CH2:14][C:15]([N:17]2[C@H:22]([C:23](=[O:34])[NH:24][CH2:25][C:26]3[CH:31]=[CH:30][CH:29]=[C:28]([Cl:32])[C:27]=3[F:33])[CH2:21][C@@H:20]3[C@H:18]2[CH2:19]3)=[O:16])[CH:9]=1)(=[O:37])[CH3:36], predict the reactants needed to synthesize it. The reactants are: C[O:2][C:3]([C:5]1[CH:6]=[C:7]2[C:11](=[CH:12][CH:13]=1)[N:10]([CH2:14][C:15]([N:17]1[C@H:22]([C:23](=[O:34])[NH:24][CH2:25][C:26]3[CH:31]=[CH:30][CH:29]=[C:28]([Cl:32])[C:27]=3[F:33])[CH2:21][C@@H:20]3[C@H:18]1[CH2:19]3)=[O:16])[CH:9]=[C:8]2[C:35](=[O:37])[CH3:36])=[O:4].[Li+].[OH-].Cl. (4) Given the product [C:1]([N:4]1[C:13]2[C:8](=[CH:9][C:10]([C:14]([NH:44][C:39]3[CH:40]=[N:45][NH:37][CH:38]=3)=[O:15])=[CH:11][CH:12]=2)[C@H:7]([NH:17][C:18]2[CH:23]=[CH:22][CH:21]=[C:20]([CH3:24])[N:19]=2)[C@@H:6]([CH3:25])[C@@H:5]1[CH:26]1[CH2:28][CH2:27]1)(=[O:3])[CH3:2], predict the reactants needed to synthesize it. The reactants are: [C:1]([N:4]1[C:13]2[C:8](=[CH:9][C:10]([C:14](O)=[O:15])=[CH:11][CH:12]=2)[C@H:7]([NH:17][C:18]2[CH:23]=[CH:22][CH:21]=[C:20]([CH3:24])[N:19]=2)[C@@H:6]([CH3:25])[C@@H:5]1[CH:26]1[CH2:28][CH2:27]1)(=[O:3])[CH3:2].CN(C(O[N:37]1[N:45]=[N:44][C:39]2[CH:40]=CC=N[C:38]1=2)=[N+](C)C)C.F[P-](F)(F)(F)(F)F.N1C=C(N)C=N1.CCN(C(C)C)C(C)C. (5) Given the product [C:13]([C:14]1[C:15](=[O:17])[NH:1][C:2]2[C:3]([CH:8]=1)=[N:4][CH:5]=[CH:6][CH:7]=2)(=[O:12])[CH3:18], predict the reactants needed to synthesize it. The reactants are: [NH2:1][C:2]1[C:3]([CH:8]=O)=[N:4][CH:5]=[CH:6][CH:7]=1.CC1(C)O[C:15](=[O:17])[CH:14]=[C:13]([CH3:18])[O:12]1. (6) Given the product [CH3:1][O:2][CH2:3][C:4]1[CH:9]=[C:8]([C:44]2[O:48][N:49]=[C:50]([C:51]3[CH:52]=[C:53]([CH2:54][C:76]([N:74]([CH3:75])[CH2:73][C:68]([O:67][CH3:66])=[O:72])=[O:77])[CH:36]=[CH:35][CH:37]=3)[N:55]=2)[CH:7]=[CH:6][C:5]=1[C:25]1[CH:30]=[CH:29][CH:28]=[CH:27][C:26]=1[CH3:31], predict the reactants needed to synthesize it. The reactants are: [CH3:1][O:2][CH2:3][C:4]1[CH:9]=[C:8](C2ON=C(C3C=C(CC(O)=O)C=CC=3)N=2)[CH:7]=[CH:6][C:5]=1[C:25]1[CH:30]=[CH:29][CH:28]=[CH:27][C:26]=1[CH3:31].CCN(C(C)C)[CH:35]([CH3:37])[CH3:36].CN([C:44]([O:48][N:49]1N=N[C:51]2[CH:52]=[CH:53][CH:54]=[N:55][C:50]1=2)=[N+](C)C)C.F[P-](F)(F)(F)(F)F.Cl.[CH3:66][O:67][C:68](=[O:72])CNC.[CH3:73][N:74]([CH:76]=[O:77])[CH3:75]. (7) Given the product [CH3:8][C:6]1[C:5]([CH:9]([CH2:14][CH2:15][CH3:16])[C:10]([O:12][CH3:13])=[O:11])=[C:4]([C:17]2[CH:22]=[CH:21][C:20]([CH3:23])=[CH:19][CH:18]=2)[N:3]=[C:2]([NH:24][C:25]2[CH:30]=[CH:29][CH:28]=[CH:27][CH:26]=2)[N:7]=1, predict the reactants needed to synthesize it. The reactants are: Cl[C:2]1[N:7]=[C:6]([CH3:8])[C:5]([CH:9]([CH2:14][CH2:15][CH3:16])[C:10]([O:12][CH3:13])=[O:11])=[C:4]([C:17]2[CH:22]=[CH:21][C:20]([CH3:23])=[CH:19][CH:18]=2)[N:3]=1.[NH2:24][C:25]1[CH:30]=[CH:29][CH:28]=[CH:27][CH:26]=1.CC1(C)C2C(=C(P(C3C=CC=CC=3)C3C=CC=CC=3)C=CC=2)OC2C(P(C3C=CC=CC=3)C3C=CC=CC=3)=CC=CC1=2.